Dataset: Reaction yield outcomes from USPTO patents with 853,638 reactions. Task: Predict the reaction yield, written as a fraction of the theoretical maximum amount of product (1.0 means a 100% yield; for example, 0.34 means a 34% yield). (1) The reactants are Br[C:2]1[C:3]([CH3:16])=[N:4][N:5]([C:7]2[CH:12]=[CH:11][N:10]=[C:9]3[NH:13][CH:14]=[CH:15][C:8]=23)[CH:6]=1.[C:17]([C:19]1[CH:20]=[C:21](B(O)O)[CH:22]=[CH:23][CH:24]=1)#[N:18].C(=O)([O-])[O-].[Na+].[Na+].COCCOC.O. The catalyst is C1C=CC([P]([Pd]([P](C2C=CC=CC=2)(C2C=CC=CC=2)C2C=CC=CC=2)([P](C2C=CC=CC=2)(C2C=CC=CC=2)C2C=CC=CC=2)[P](C2C=CC=CC=2)(C2C=CC=CC=2)C2C=CC=CC=2)(C2C=CC=CC=2)C2C=CC=CC=2)=CC=1. The product is [CH3:16][C:3]1[C:2]([C:23]2[CH:24]=[C:19]([CH:20]=[CH:21][CH:22]=2)[C:17]#[N:18])=[CH:6][N:5]([C:7]2[CH:12]=[CH:11][N:10]=[C:9]3[NH:13][CH:14]=[CH:15][C:8]=23)[N:4]=1. The yield is 0.440. (2) The reactants are [OH:1][C:2]1[NH:7][C:6](=[O:8])[N:5]([CH2:9][C:10]2[CH:15]=[CH:14][CH:13]=[CH:12][CH:11]=2)[C:4](=[O:16])[C:3]=1[C:17]([NH:19][CH2:20][C:21]([O:23]CC)=[O:22])=[O:18].[Cl:26][C:27]1[CH:28]=[C:29]([CH:32]=[CH:33][C:34]=1[Cl:35])[CH2:30]Br.C(=O)([O-])[O-].[Na+].[Na+].Cl. The catalyst is CN(C)C=O. The product is [Cl:26][C:27]1[CH:28]=[C:29]([CH2:30][N:7]2[C:2]([OH:1])=[C:3]([C:17]([NH:19][CH2:20][C:21]([OH:23])=[O:22])=[O:18])[C:4](=[O:16])[N:5]([CH2:9][C:10]3[CH:15]=[CH:14][CH:13]=[CH:12][CH:11]=3)[C:6]2=[O:8])[CH:32]=[CH:33][C:34]=1[Cl:35]. The yield is 0.100. (3) The reactants are [Cl:1][C:2]1[CH:7]=[CH:6][C:5]([CH:8]2[CH2:14][CH:13]3[N:15]([CH3:16])[CH:10]([CH2:11][CH2:12]3)[CH:9]2[OH:17])=[CH:4][CH:3]=1.[H-].[Na+].Br[CH2:21][C:22]1[CH:31]=[CH:30][C:29]2[C:24](=[CH:25][CH:26]=[CH:27][CH:28]=2)[CH:23]=1. The catalyst is O1CCCC1. The product is [Cl:1][C:2]1[CH:3]=[CH:4][C:5]([CH:8]2[CH2:14][CH:13]3[N:15]([CH3:16])[CH:10]([CH2:11][CH2:12]3)[CH:9]2[O:17][CH2:21][C:22]2[CH:31]=[CH:30][C:29]3[C:24](=[CH:25][CH:26]=[CH:27][CH:28]=3)[CH:23]=2)=[CH:6][CH:7]=1. The yield is 0.620. (4) The reactants are [H-].[Na+].[Cl:3][C:4]1[C:9]([NH2:10])=[C:8]([Cl:11])[N:7]=[CH:6][N:5]=1.[CH2:12](I)[CH3:13]. The catalyst is CN(C=O)C.[Cl-].[NH4+].O. The product is [CH2:12]([NH:10][C:9]1[C:4]([Cl:3])=[N:5][CH:6]=[N:7][C:8]=1[Cl:11])[CH3:13]. The yield is 0.450.